Dataset: Reaction yield outcomes from USPTO patents with 853,638 reactions. Task: Predict the reaction yield, written as a fraction of the theoretical maximum amount of product (1.0 means a 100% yield; for example, 0.34 means a 34% yield). (1) The reactants are [Cl:1][C:2]1[CH:3]=[C:4]([C:8]2[O:12][N:11]=[C:10]([CH:13](O)[CH3:14])[N:9]=2)[CH:5]=[CH:6][CH:7]=1.O=S(Cl)[Cl:18]. The catalyst is CN(C=O)C. The product is [Cl:18][CH:13]([C:10]1[N:9]=[C:8]([C:4]2[CH:5]=[CH:6][CH:7]=[C:2]([Cl:1])[CH:3]=2)[O:12][N:11]=1)[CH3:14]. The yield is 0.930. (2) The reactants are [CH3:1][N:2]1[CH:6]=[C:5]([C:7]2[CH:12]=[CH:11][C:10]([NH:13][C:14]3[S:18][C:17]([C:19]([O:21][CH3:22])=[O:20])=[C:16]([O:23][CH2:24][C:25]4[CH:30]=[CH:29][CH:28]=[CH:27][CH:26]=4)[CH:15]=3)=[C:9]([N+:31]([O-])=O)[CH:8]=2)[CH:4]=[N:3]1.[CH3:34]OC(OC)OC.C(O)=O. The catalyst is CO.[Zn]. The product is [CH3:1][N:2]1[CH:6]=[C:5]([C:7]2[CH:12]=[CH:11][C:10]3[N:13]([C:14]4[S:18][C:17]([C:19]([O:21][CH3:22])=[O:20])=[C:16]([O:23][CH2:24][C:25]5[CH:30]=[CH:29][CH:28]=[CH:27][CH:26]=5)[CH:15]=4)[CH:34]=[N:31][C:9]=3[CH:8]=2)[CH:4]=[N:3]1. The yield is 0.890. (3) The reactants are [CH3:1][CH2:2][O:3][C:4]([C:6]1[N:7]([C:17]([O:19][C:20]([CH3:23])([CH3:22])[CH3:21])=[O:18])[C:8]2[C:13]([CH:14]=1)=[CH:12][C:11]([Cl:15])=[CH:10][C:9]=2[CH3:16])=[O:5].[Br:24]N1C(=O)CCC1=O.C(OOC(=O)C1C=CC=CC=1)(=O)C1C=CC=CC=1. The catalyst is C(Cl)(Cl)(Cl)Cl. The product is [CH3:1][CH2:2][O:3][C:4]([C:6]1[N:7]([C:17]([O:19][C:20]([CH3:22])([CH3:21])[CH3:23])=[O:18])[C:8]2[C:13]([CH:14]=1)=[CH:12][C:11]([Cl:15])=[CH:10][C:9]=2[CH2:16][Br:24])=[O:5]. The yield is 0.950. (4) The reactants are [CH2:1]([O:8][C:9]1[CH:10]=[C:11]2[C:15](=[CH:16][C:17]=1[O:18][CH2:19][C:20]1[CH:25]=[CH:24][CH:23]=[CH:22][CH:21]=1)[NH:14][CH:13]=[CH:12]2)[C:2]1[CH:7]=[CH:6][CH:5]=[CH:4][CH:3]=1.C([Mg]Br)C.[CH3:30][C:31]1([CH3:39])[C:33]([CH3:35])([CH3:34])[CH:32]1[C:36](Cl)=[O:37]. The catalyst is ClCCl.[Cl-].[Zn+2].[Cl-]. The product is [CH2:1]([O:8][C:9]1[CH:10]=[C:11]2[C:15](=[CH:16][C:17]=1[O:18][CH2:19][C:20]1[CH:25]=[CH:24][CH:23]=[CH:22][CH:21]=1)[NH:14][CH:13]=[C:12]2[C:36]([CH:32]1[C:33]([CH3:35])([CH3:34])[C:31]1([CH3:39])[CH3:30])=[O:37])[C:2]1[CH:3]=[CH:4][CH:5]=[CH:6][CH:7]=1. The yield is 0.550. (5) The yield is 0.570. The product is [F:51][C:45]1([F:50])[CH2:44][C:43]2[N:42]3[CH2:52][CH2:53][N:39]([C:7]4[CH:8]=[C:9]([F:38])[CH:10]=[C:11]([C:12]5[CH:17]=[C:16]([NH:18][C:19]6[CH:24]=[CH:23][C:22]([N:25]7[CH2:30][CH2:29][N:28]([CH:31]8[CH2:32][O:33][CH2:34]8)[CH2:27][C@@H:26]7[CH3:35])=[CH:21][N:20]=6)[C:15](=[O:36])[N:14]([CH3:37])[CH:13]=5)[C:6]=4[CH2:5][OH:4])[C:40](=[O:54])[C:41]3=[CH:49][C:48]=2[CH2:47][CH2:46]1. The catalyst is C(O)(C)C.C1COCC1.O. The reactants are C([O:4][CH2:5][C:6]1[C:11]([C:12]2[CH:17]=[C:16]([NH:18][C:19]3[CH:24]=[CH:23][C:22]([N:25]4[CH2:30][CH2:29][N:28]([CH:31]5[CH2:34][O:33][CH2:32]5)[CH2:27][C@@H:26]4[CH3:35])=[CH:21][N:20]=3)[C:15](=[O:36])[N:14]([CH3:37])[CH:13]=2)=[CH:10][C:9]([F:38])=[CH:8][C:7]=1[N:39]1[CH2:53][CH2:52][N:42]2[C:43]3[CH2:44][C:45]([F:51])([F:50])[CH2:46][CH2:47][C:48]=3[CH:49]=[C:41]2[C:40]1=[O:54])(=O)C.[OH-].[Li+]. (6) The reactants are C[Si](C)(C)[N-][Si](C)(C)C.[Li+].[C:11](Cl)(=[O:16])[C:12]([CH3:15])([CH3:14])[CH3:13].[F:18][CH2:19][C:20]#[N:21].Cl. The catalyst is O1CCCC1. The product is [F:18][CH:19]([C:11](=[O:16])[C:12]([CH3:15])([CH3:14])[CH3:13])[C:20]#[N:21]. The yield is 0.990. (7) The reactants are BrBr.[Br-:3].[Al+3].[Br-:5].[Br-].[CH:7]12[CH2:16][CH:11]3[CH2:12][CH:13]([CH2:15][CH:9]([CH2:10]3)[CH:8]1[NH:17][C:18](=[O:20])[CH3:19])[CH2:14]2.S(=O)(O)[O-].[Na+]. The catalyst is C(Cl)Cl. The product is [Br:3][C:11]12[CH2:16][CH:7]3[CH2:14][C:13]([Br:5])([CH2:15][CH:9]([CH:8]3[NH:17][C:18](=[O:20])[CH3:19])[CH2:10]1)[CH2:12]2. The yield is 0.280. (8) The reactants are [CH:1]([C:4]1[CH:9]=[C:8]([O:10][CH3:11])[CH:7]=[CH:6][C:5]=1[O:12][S:13]([C:16]1[CH:21]=[CH:20][C:19]([CH3:22])=[CH:18][CH:17]=1)(=[O:15])=[O:14])([CH3:3])[CH3:2].[N+:23]([O-])([OH:25])=[O:24]. The catalyst is CC(O)=O. The product is [CH:1]([C:4]1[CH:9]=[C:8]([O:10][CH3:11])[C:7]([N+:23]([O-:25])=[O:24])=[CH:6][C:5]=1[O:12][S:13]([C:16]1[CH:17]=[CH:18][C:19]([CH3:22])=[CH:20][CH:21]=1)(=[O:15])=[O:14])([CH3:3])[CH3:2]. The yield is 0.980.